Predict the reactants needed to synthesize the given product. From a dataset of Full USPTO retrosynthesis dataset with 1.9M reactions from patents (1976-2016). (1) Given the product [Cl:1][C:2]1[CH:3]=[CH:4][C:5]([F:34])=[C:6]([C:8]2[CH:13]=[C:12]([NH:14][C:15]3[CH:20]=[CH:19][N:18]=[C:17]4[CH:21]=[N:22][NH:23][C:16]=34)[CH:11]=[C:10]([CH3:33])[N:9]=2)[CH:7]=1, predict the reactants needed to synthesize it. The reactants are: [Cl:1][C:2]1[CH:3]=[CH:4][C:5]([F:34])=[C:6]([C:8]2[CH:13]=[C:12]([NH:14][C:15]3[C:16]4[C:17](=[CH:21][N:22](CC5C=CC(OC)=CC=5)[N:23]=4)[N:18]=[CH:19][CH:20]=3)[CH:11]=[C:10]([CH3:33])[N:9]=2)[CH:7]=1.ClC1C=CC(F)=C(C2C=C(NC3C=CN=C4C=NN(CC5C=CC(OC)=CC=5)C=34)C=C(C)N=2)C=1.C(O)(C(F)(F)F)=O. (2) Given the product [N+:1]([C:4]1[CH:5]=[CH:6][C:7]([N:10]2[C:19]3[N:20]4[CH:26]=[C:25]([O:27][CH2:28][C:29]([OH:31])=[O:30])[CH:24]=[CH:23][C:21]4=[N:22][C:18]=3[C:17]3[C:12](=[CH:13][CH:14]=[CH:15][CH:16]=3)[C:11]2=[O:34])=[CH:8][CH:9]=1)([O-:3])=[O:2], predict the reactants needed to synthesize it. The reactants are: [N+:1]([C:4]1[CH:9]=[CH:8][C:7]([N:10]2[C:19]3[N:20]4[CH:26]=[C:25]([O:27][CH2:28][C:29]([O:31]CC)=[O:30])[CH:24]=[CH:23][C:21]4=[N:22][C:18]=3[C:17]3[C:12](=[CH:13][CH:14]=[CH:15][CH:16]=3)[C:11]2=[O:34])=[CH:6][CH:5]=1)([O-:3])=[O:2].Cl. (3) The reactants are: [CH3:1][C:2]1([CH3:12])[O:7][CH2:6][C:5]2=[CH:8][C:9]([NH2:11])=[N:10][N:4]2[CH2:3]1.Br[C:14]1[C:15](=[O:22])[N:16]([CH3:21])[CH:17]=[C:18]([Br:20])[CH:19]=1.CC1(C)C2C(=C(P(C3C=CC=CC=3)C3C=CC=CC=3)C=CC=2)OC2C(P(C3C=CC=CC=3)C3C=CC=CC=3)=CC=CC1=2.C(=O)([O-])[O-].[Cs+].[Cs+]. Given the product [Br:20][C:18]1[CH:19]=[C:14]([NH:11][C:9]2[CH:8]=[C:5]3[CH2:6][O:7][C:2]([CH3:12])([CH3:1])[CH2:3][N:4]3[N:10]=2)[C:15](=[O:22])[N:16]([CH3:21])[CH:17]=1, predict the reactants needed to synthesize it. (4) Given the product [CH3:29][C:26]([O:25][C@H:24]([CH3:30])[C@@H:23]([C:31]([O:33][CH3:34])=[O:32])[NH:22][C:20]([C:19]1[CH:18]=[CH:17][C:16]([C:35]2[CH:36]=[CH:37][C:38]([O:41][CH3:42])=[CH:39][CH:40]=2)=[CH:15][C:14]=1[NH:13][C:11]([NH:10][C:3]1[C:2]([CH3:1])=[CH:7][C:6]([CH3:8])=[CH:5][C:4]=1[CH3:9])=[O:12])=[O:21])([CH3:27])[CH3:28], predict the reactants needed to synthesize it. The reactants are: [CH3:1][C:2]1[CH:7]=[C:6]([CH3:8])[CH:5]=[C:4]([CH3:9])[C:3]=1[N:10]=[C:11]=[O:12].[NH2:13][C:14]1[CH:15]=[C:16]([C:35]2[CH:40]=[CH:39][C:38]([O:41][CH3:42])=[CH:37][CH:36]=2)[CH:17]=[CH:18][C:19]=1[C:20]([NH:22][C@H:23]([C:31]([O:33][CH3:34])=[O:32])[C@@H:24]([CH3:30])[O:25][C:26]([CH3:29])([CH3:28])[CH3:27])=[O:21].CCCCCC.C(OCC)(=O)C.